From a dataset of CYP1A2 inhibition data for predicting drug metabolism from PubChem BioAssay. Regression/Classification. Given a drug SMILES string, predict its absorption, distribution, metabolism, or excretion properties. Task type varies by dataset: regression for continuous measurements (e.g., permeability, clearance, half-life) or binary classification for categorical outcomes (e.g., BBB penetration, CYP inhibition). Dataset: cyp1a2_veith. The drug is N#Cc1c(NC(=O)CCN2C(=O)c3ccccc3C2=O)oc(-c2ccccc2)c1-c1ccccc1. The result is 1 (inhibitor).